This data is from Forward reaction prediction with 1.9M reactions from USPTO patents (1976-2016). The task is: Predict the product of the given reaction. (1) The product is: [F:11][CH2:10][C:9]1([CH2:12][F:13])[O:14][B:24]([OH:25])[C:2]2[CH:7]=[CH:6][C:5]([CH3:8])=[CH:4][C:3]1=2. Given the reactants Br[C:2]1[CH:7]=[CH:6][C:5]([CH3:8])=[CH:4][C:3]=1[C:9]([O:14]COCC)([CH2:12][F:13])[CH2:10][F:11].[Li]CCCC.[B:24](OC)(OC)[O:25]C.CC(=O)OCC, predict the reaction product. (2) Given the reactants [C:1]1([C@H:7]([NH:9][C:10]2[C:11]3[C:18]4[CH2:19][CH2:20][N:21](C(OC(C)(C)C)=O)[CH2:22][C:17]=4[S:16][C:12]=3[N:13]=[CH:14][N:15]=2)[CH3:8])[CH:6]=[CH:5][CH:4]=[CH:3][CH:2]=1.Cl.O1CCOCC1, predict the reaction product. The product is: [C:1]1([C@H:7]([NH:9][C:10]2[C:11]3[C:18]4[CH2:19][CH2:20][NH:21][CH2:22][C:17]=4[S:16][C:12]=3[N:13]=[CH:14][N:15]=2)[CH3:8])[CH:6]=[CH:5][CH:4]=[CH:3][CH:2]=1.